Predict which catalyst facilitates the given reaction. From a dataset of Catalyst prediction with 721,799 reactions and 888 catalyst types from USPTO. Reactant: Cl[C:2]1[N:7]=[C:6]([NH:8][CH2:9][CH2:10][N:11]([CH3:13])[CH3:12])[N:5]=[C:4]2[N:14]([C:19]3[C:24]([F:25])=[CH:23][CH:22]=[CH:21][C:20]=3[F:26])[C:15](=[O:18])[NH:16][CH2:17][C:3]=12.O.C(=O)([O-])[O-].[K+].[K+].[CH3:34][C:35]([O:38][C:39]([C:41]1[CH:42]=[C:43]([F:51])[C:44]([CH3:50])=[C:45](B(O)O)[CH:46]=1)=[O:40])([CH3:37])[CH3:36]. Product: [F:26][C:20]1[CH:21]=[CH:22][CH:23]=[C:24]([F:25])[C:19]=1[N:14]1[C:4]2[N:5]=[C:6]([NH:8][CH2:9][CH2:10][N:11]([CH3:13])[CH3:12])[N:7]=[C:2]([C:45]3[CH:46]=[C:41]([CH:42]=[C:43]([F:51])[C:44]=3[CH3:50])[C:39]([O:38][C:35]([CH3:34])([CH3:36])[CH3:37])=[O:40])[C:3]=2[CH2:17][NH:16][C:15]1=[O:18]. The catalyst class is: 77.